The task is: Predict the reaction yield, written as a fraction of the theoretical maximum amount of product (1.0 means a 100% yield; for example, 0.34 means a 34% yield).. This data is from Reaction yield outcomes from USPTO patents with 853,638 reactions. (1) The reactants are [NH:1]([C:3]1[CH:8]=[C:7]([O:9][CH2:10][CH2:11][O:12][CH3:13])[CH:6]=[CH:5][N:4]=1)[NH2:2].[Si:14]([O:21][C:22]1[CH:23]=[CH:24][CH:25]=[C:26]2[C:31]=1[N:30]=[C:29]([CH:32]=O)[CH:28]=[CH:27]2)([C:17]([CH3:20])([CH3:19])[CH3:18])([CH3:16])[CH3:15]. The catalyst is CCO. The product is [Si:14]([O:21][C:22]1[CH:23]=[CH:24][CH:25]=[C:26]2[C:31]=1[N:30]=[C:29]([CH:32]=[N:2][NH:1][C:3]1[CH:8]=[C:7]([O:9][CH2:10][CH2:11][O:12][CH3:13])[CH:6]=[CH:5][N:4]=1)[CH:28]=[CH:27]2)([C:17]([CH3:20])([CH3:19])[CH3:18])([CH3:15])[CH3:16]. The yield is 0.560. (2) The product is [F:34][C:29]1[CH:30]=[CH:31][CH:32]=[CH:33][C:28]=1[CH:25]1[CH2:26][CH2:27][N:22]([C:20]([C:16]2[CH:17]=[CH:18][CH:19]=[C:14]([N:11]3[CH2:10][CH2:9][NH:8][CH2:13][CH2:12]3)[N:15]=2)=[O:21])[CH2:23][CH2:24]1. The yield is 0.580. The catalyst is C(Cl)Cl. The reactants are C(OC([N:8]1[CH2:13][CH2:12][N:11]([C:14]2[CH:19]=[CH:18][CH:17]=[C:16]([C:20]([N:22]3[CH2:27][CH2:26][CH:25]([C:28]4[CH:33]=[CH:32][CH:31]=[CH:30][C:29]=4[F:34])[CH2:24][CH2:23]3)=[O:21])[N:15]=2)[CH2:10][CH2:9]1)=O)(C)(C)C.C(O)(C(F)(F)F)=O.C([O-])(O)=O.[Na+]. (3) The reactants are Br.Br[C:3]1[CH:8]=[CH:7][N:6]=[N:5][CH:4]=1.[C:9]1(B2OC(C)(C)C(C)(C)O2)[CH2:14][CH2:13][CH2:12][CH2:11][CH:10]=1.C(=O)([O-])[O-].[Cs+].[Cs+].O1CCOCC1. The catalyst is C1C=CC([P]([Pd]([P](C2C=CC=CC=2)(C2C=CC=CC=2)C2C=CC=CC=2)([P](C2C=CC=CC=2)(C2C=CC=CC=2)C2C=CC=CC=2)[P](C2C=CC=CC=2)(C2C=CC=CC=2)C2C=CC=CC=2)(C2C=CC=CC=2)C2C=CC=CC=2)=CC=1.O. The product is [C:9]1([C:3]2[CH:8]=[CH:7][N:6]=[N:5][CH:4]=2)[CH2:14][CH2:13][CH2:12][CH2:11][CH:10]=1. The yield is 0.990. (4) The reactants are Br[C:2]1[CH:3]=[CH:4][C:5]2[O:11][CH2:10][CH2:9][N:8]3[CH:12]=[C:13]([C:15]4[N:19]([C:20]5[CH:25]=[CH:24][CH:23]=[CH:22][C:21]=5[Cl:26])[N:18]=[CH:17][N:16]=4)[N:14]=[C:7]3[C:6]=2[CH:27]=1.[N:28]1[CH:33]=[C:32](B(O)O)[CH:31]=[N:30][CH:29]=1.C([O-])([O-])=O.[Cs+].[Cs+].O. The catalyst is O1CCOCC1. The product is [Cl:26][C:21]1[CH:22]=[CH:23][CH:24]=[CH:25][C:20]=1[N:19]1[C:15]([C:13]2[N:14]=[C:7]3[C:6]4[CH:27]=[C:2]([C:32]5[CH:33]=[N:28][CH:29]=[N:30][CH:31]=5)[CH:3]=[CH:4][C:5]=4[O:11][CH2:10][CH2:9][N:8]3[CH:12]=2)=[N:16][CH:17]=[N:18]1. The yield is 0.642.